Dataset: Forward reaction prediction with 1.9M reactions from USPTO patents (1976-2016). Task: Predict the product of the given reaction. (1) Given the reactants [CH2:1]([O:3][C:4](=[O:32])[C:5]([O:23][C:24]1[CH:29]=[CH:28][C:27]([O:30][CH3:31])=[CH:26][CH:25]=1)([CH3:22])[CH:6]([C:8]1[CH:13]=[CH:12][C:11]([O:14][CH2:15][C:16]2[CH:21]=[CH:20][CH:19]=[CH:18][CH:17]=2)=[CH:10][CH:9]=1)O)[CH3:2].B(F)(F)F.CCOCC.C([SiH](CC)CC)C.C([O-])([O-])=O.[Na+].[Na+], predict the reaction product. The product is: [CH2:1]([O:3][C:4](=[O:32])[C:5]([O:23][C:24]1[CH:29]=[CH:28][C:27]([O:30][CH3:31])=[CH:26][CH:25]=1)([CH3:22])[CH2:6][C:8]1[CH:9]=[CH:10][C:11]([O:14][CH2:15][C:16]2[CH:21]=[CH:20][CH:19]=[CH:18][CH:17]=2)=[CH:12][CH:13]=1)[CH3:2]. (2) Given the reactants [CH2:1]([C:5]1([CH2:21][CH2:22][CH2:23][CH3:24])[C:17]2[CH:16]=[C:15]([N+:18]([O-:20])=[O:19])[CH:14]=[CH:13][C:12]=2[C:11]2[C:6]1=[CH:7][CH:8]=[CH:9][CH:10]=2)[CH2:2][CH2:3][CH3:4].[Cl-].[Al+3].[Cl-].[Cl-].[C:29](Cl)(=[O:31])[CH3:30].O, predict the reaction product. The product is: [CH2:1]([C:5]1([CH2:21][CH2:22][CH2:23][CH3:24])[C:6]2[CH:7]=[C:8]([C:29](=[O:31])[CH3:30])[CH:9]=[CH:10][C:11]=2[C:12]2[C:17]1=[CH:16][C:15]([N+:18]([O-:20])=[O:19])=[CH:14][CH:13]=2)[CH2:2][CH2:3][CH3:4]. (3) Given the reactants [NH:1]1[CH2:4][CH:3]([NH:5][C:6](=[O:22])[CH2:7][NH:8][C:9]2[C:17]3[C:12](=[CH:13][CH:14]=[C:15]([C:18]([F:21])([F:20])[F:19])[CH:16]=3)[NH:11][N:10]=2)[CH2:2]1.[OH:23][C:24]1([C:31]2[CH:32]=[N:33][C:34]([CH3:37])=[CH:35][CH:36]=2)[CH2:29][CH2:28][C:27](=O)[CH2:26][CH2:25]1, predict the reaction product. The product is: [OH:23][C:24]1([C:31]2[CH:32]=[N:33][C:34]([CH3:37])=[CH:35][CH:36]=2)[CH2:25][CH2:26][CH:27]([N:1]2[CH2:2][CH:3]([NH:5][C:6](=[O:22])[CH2:7][NH:8][C:9]3[C:17]4[C:12](=[CH:13][CH:14]=[C:15]([C:18]([F:20])([F:19])[F:21])[CH:16]=4)[NH:11][N:10]=3)[CH2:4]2)[CH2:28][CH2:29]1. (4) The product is: [CH3:1][C:2]1[CH:7]=[CH:6][C:5]([S:8]([O:11][CH2:12][C@H:13]2[CH2:17][CH2:16][CH2:15][N:14]2[C:18]([O:20][C:21]([CH3:24])([CH3:23])[CH3:22])=[O:19])(=[O:10])=[O:9])=[CH:4][CH:3]=1. Given the reactants [CH3:1][C:2]1[CH:7]=[CH:6][C:5]([S:8]([O:11][CH2:12][C@@H:13]2[CH2:17][CH2:16][CH2:15][N:14]2[C:18]([O:20][C:21]([CH3:24])([CH3:23])[CH3:22])=[O:19])(=[O:10])=[O:9])=[CH:4][CH:3]=1.OC[C@H]1CCCN1C(OC(C)(C)C)=O, predict the reaction product. (5) The product is: [Cl:10][C:11]1[N:16]=[C:15]([NH:9][C:6]2[NH:7][N:8]=[C:4]([CH:1]([CH3:3])[CH3:2])[CH:5]=2)[C:14]([Cl:18])=[CH:13][N:12]=1. Given the reactants [CH:1]([C:4]1[CH:5]=[C:6]([NH2:9])[NH:7][N:8]=1)([CH3:3])[CH3:2].[Cl:10][C:11]1[N:16]=[C:15](Cl)[C:14]([Cl:18])=[CH:13][N:12]=1.C(N(CC)CC)C, predict the reaction product. (6) Given the reactants [Br:1][C:2]1[CH:3]=[C:4]([CH:8]=[C:9]([C@@H:11]([NH:15][S@@](C(C)(C)C)=O)[CH2:12][CH:13]=[CH2:14])[CH:10]=1)[C:5]([NH2:7])=[O:6].Cl.[O:23](C(OC(C)(C)C)=O)[C:24]([O:26][C:27]([CH3:30])([CH3:29])[CH3:28])=O.[OH-].[Na+], predict the reaction product. The product is: [Br:1][C:2]1[CH:10]=[C:9]([C@@H:11]([NH:15][C:24](=[O:23])[O:26][C:27]([CH3:30])([CH3:29])[CH3:28])[CH2:12][CH:13]=[CH2:14])[CH:8]=[C:4]([C:5](=[O:6])[NH2:7])[CH:3]=1.